From a dataset of Forward reaction prediction with 1.9M reactions from USPTO patents (1976-2016). Predict the product of the given reaction. (1) Given the reactants Cl[C:2]1[CH:7]=[C:6]([O:8][C:9]2[C:18]3[C:13](=[CH:14][CH:15]=[CH:16][CH:17]=3)[C:12]([NH:19][C:20](=[O:26])[O:21][C:22]([CH3:25])([CH3:24])[CH3:23])=[CH:11][CH:10]=2)[CH:5]=[CH:4][N:3]=1.[NH2:27][C:28]1[CH:33]=[CH:32][C:31]([P:34]([CH3:39])(=[O:38])[O:35][CH2:36][CH3:37])=[C:30]([N:40]([CH3:42])[CH3:41])[CH:29]=1.C(=O)([O-])[O-].[K+].[K+], predict the reaction product. The product is: [CH3:42][N:40]([CH3:41])[C:30]1[CH:29]=[C:28]([NH:27][C:2]2[CH:7]=[C:6]([O:8][C:9]3[C:18]4[C:13](=[CH:14][CH:15]=[CH:16][CH:17]=4)[C:12]([NH:19][C:20](=[O:26])[O:21][C:22]([CH3:24])([CH3:25])[CH3:23])=[CH:11][CH:10]=3)[CH:5]=[CH:4][N:3]=2)[CH:33]=[CH:32][C:31]=1[P:34]([O:35][CH2:36][CH3:37])([CH3:39])=[O:38]. (2) Given the reactants [I:1][C:2]1[CH:3]=[CH:4][C:5]([NH:8][C:9](=O)[C:10]([CH3:13])([CH3:12])[CH3:11])=[N:6][CH:7]=1.COC1C=CC(P2(SP(C3C=CC(OC)=CC=3)(=S)S2)=[S:24])=CC=1, predict the reaction product. The product is: [I:1][C:2]1[CH:3]=[CH:4][C:5]([NH:8][C:9](=[S:24])[C:10]([CH3:13])([CH3:12])[CH3:11])=[N:6][CH:7]=1. (3) The product is: [NH2:1][C:2]1[C:17]([Br:18])=[CH:16][C:5]2[C:6]([C:12]([NH:13][CH3:14])=[O:15])=[C:7]([I:26])[O:8][C:4]=2[CH:3]=1. Given the reactants [NH2:1][C:2]1[C:17]([Br:18])=[CH:16][C:5]2[C:6]([C:12](=[O:15])[NH:13][CH3:14])=[C:7](B(O)O)[O:8][C:4]=2[CH:3]=1.C1C(=O)N([I:26])C(=O)C1, predict the reaction product. (4) Given the reactants [CH2:1]([C:8]1[C:9]([C:19]#[N:20])=[N:10][C:11]2[C:16]([N:17]=1)=[CH:15][CH:14]=[C:13]([Cl:18])[CH:12]=2)[C:2]1[CH:7]=[CH:6][CH:5]=[CH:4][CH:3]=1.[CH:21]1([Mg]Br)[CH2:23][CH2:22]1.C(O)(C(F)(F)F)=O, predict the reaction product. The product is: [CH2:1]([C:8]1[C:9]([CH2:19][NH:20][CH:21]2[CH2:23][CH2:22]2)=[N:10][C:11]2[C:16]([N:17]=1)=[CH:15][CH:14]=[C:13]([Cl:18])[CH:12]=2)[C:2]1[CH:3]=[CH:4][CH:5]=[CH:6][CH:7]=1.